Dataset: Catalyst prediction with 721,799 reactions and 888 catalyst types from USPTO. Task: Predict which catalyst facilitates the given reaction. Product: [CH3:13][O:14][C@@H:15]1[CH2:27][N:18]2[C@@H:19]([C:23]([Cl:26])([Cl:25])[Cl:24])[O:20][C:21](=[O:22])[C@:17]2([CH2:28][O:29][CH3:30])[CH2:16]1. The catalyst class is: 7. Reactant: C(NC(C)C)(C)C.C([Li])CCC.[CH3:13][O:14][C@@H:15]1[CH2:27][N:18]2[C@@H:19]([C:23]([Cl:26])([Cl:25])[Cl:24])[O:20][C:21](=[O:22])[C@@H:17]2[CH2:16]1.[CH3:28][O:29][CH2:30]Cl.